The task is: Predict the reactants needed to synthesize the given product.. This data is from Full USPTO retrosynthesis dataset with 1.9M reactions from patents (1976-2016). (1) Given the product [Br:1][C:2]1[CH:3]=[CH:4][C:5]([N:8]2[CH2:12][C@@H:11]([CH2:13][OH:14])[O:10][C:9]2=[O:32])=[N:6][CH:7]=1, predict the reactants needed to synthesize it. The reactants are: [Br:1][C:2]1[CH:3]=[CH:4][C:5]([N:8]2[CH2:12][C@@H:11]([CH2:13][O:14][Si](C(C)(C)C)(C3C=CC=CC=3)C3C=CC=CC=3)[O:10][C:9]2=[O:32])=[N:6][CH:7]=1.[N+](CCCC)(CCCC)(CCCC)CCCC.[F-]. (2) Given the product [CH2:21]([O:23][C:24]1[CH:25]=[C:26]([NH:27][C:2]2[N:3]=[CH:4][C:5]3[CH:10]=[CH:9][N:8]([C:11]4[CH:16]=[CH:15][C:14]([S:17]([CH3:20])(=[O:19])=[O:18])=[CH:13][CH:12]=4)[C:6]=3[N:7]=2)[CH:28]=[CH:29][C:30]=1[O:31][CH2:32][CH3:33])[CH3:22], predict the reactants needed to synthesize it. The reactants are: Cl[C:2]1[N:3]=[CH:4][C:5]2[CH:10]=[CH:9][N:8]([C:11]3[CH:16]=[CH:15][C:14]([S:17]([CH3:20])(=[O:19])=[O:18])=[CH:13][CH:12]=3)[C:6]=2[N:7]=1.[CH2:21]([O:23][C:24]1[CH:25]=[C:26]([CH:28]=[CH:29][C:30]=1[O:31][CH2:32][CH3:33])[NH2:27])[CH3:22].Cl. (3) The reactants are: C[O:2][C:3](=O)[C:4]1[CH:9]=[CH:8][C:7]([CH2:10][S:11]([C:14]2[CH:19]=[CH:18][CH:17]=[CH:16][CH:15]=2)(=[O:13])=[O:12])=[CH:6][CH:5]=1.CC(C[AlH]CC(C)C)C.[NH4+].[Cl-]. Given the product [C:14]1([S:11]([CH2:10][C:7]2[CH:6]=[CH:5][C:4]([CH2:3][OH:2])=[CH:9][CH:8]=2)(=[O:12])=[O:13])[CH:19]=[CH:18][CH:17]=[CH:16][CH:15]=1, predict the reactants needed to synthesize it. (4) Given the product [F:25][C:21]([F:26])([C:20]([F:28])([F:27])[F:19])[C:22]([NH:13][CH2:14][CH2:15][CH2:16][CH2:17][NH:18][CH2:3][C:4]1[N:9]2[CH:10]=[CH:11][N:12]=[C:8]2[CH:7]=[CH:6][CH:5]=1)=[O:23], predict the reactants needed to synthesize it. The reactants are: Cl.Cl[CH2:3][C:4]1[N:9]2[CH:10]=[CH:11][N:12]=[C:8]2[CH:7]=[CH:6][CH:5]=1.[NH2:13][CH2:14][CH2:15][CH2:16][CH2:17][NH2:18].[F:19][C:20]([F:28])([F:27])[C:21]([F:26])([F:25])[C:22](O)=[O:23].C(N(CC)CC)C. (5) The reactants are: [CH2:1]1[CH2:12][CH2:11][CH2:10][CH2:9][CH2:8][CH2:7][CH2:6][CH2:5][CH2:4][CH2:3][CH2:2]1.[OH:13]N1[C:18](=O)[C:17]2=[CH:20][CH:21]=[CH:22][CH:23]=[C:16]2[C:15]1=[O:24].O=O. Given the product [C:1]1(=[O:13])[CH2:12][CH2:11][CH2:10][CH2:9][CH2:8][CH2:7][CH2:6][CH2:5][CH2:4][CH2:3][CH2:2]1.[CH:15]1([OH:24])[CH2:16][CH2:23][CH2:22][CH2:21][CH2:20][CH2:17][CH2:18][CH2:3][CH2:2][CH2:1][CH2:12]1, predict the reactants needed to synthesize it. (6) Given the product [CH2:1]([N:3]([C:37](=[O:38])[C:36]1[CH:40]=[CH:41][C:33]([OH:32])=[C:34]([F:42])[CH:35]=1)[C:4]1[CH:9]=[C:8]([O:10][CH3:11])[CH:7]=[CH:6][C:5]=1[CH:12]1[CH2:21][CH2:20][C:19]2[CH:18]=[C:17]([O:22][C:23](=[O:28])[C:24]([CH3:27])([CH3:26])[CH3:25])[CH:16]=[CH:15][C:14]=2[CH2:13]1)[CH3:2], predict the reactants needed to synthesize it. The reactants are: [CH2:1]([NH:3][C:4]1[CH:9]=[C:8]([O:10][CH3:11])[CH:7]=[CH:6][C:5]=1[CH:12]1[CH2:21][CH2:20][C:19]2[CH:18]=[C:17]([O:22][C:23](=[O:28])[C:24]([CH3:27])([CH3:26])[CH3:25])[CH:16]=[CH:15][C:14]=2[CH2:13]1)[CH3:2].C([O:32][C:33]1[CH:41]=[CH:40][C:36]([C:37](O)=[O:38])=[CH:35][C:34]=1[F:42])(=O)C.C(OC1C=CC(C(CCNC2C=C(OC)C=CC=2C2CCC3C=C(OC(=O)C(C)(C)C)C=CC=3C2)=O)=CC=1F)(=O)C.